From a dataset of Catalyst prediction with 721,799 reactions and 888 catalyst types from USPTO. Predict which catalyst facilitates the given reaction. (1) Reactant: Br[CH2:2][C:3]1[CH:8]=[CH:7][C:6]([NH:9][C:10](=[O:15])[C:11]([F:14])([F:13])[F:12])=[CH:5][C:4]=1[C:16]([F:19])([F:18])[F:17].[CH3:20][NH:21][CH3:22]. Product: [CH3:20][N:21]([CH2:2][C:3]1[CH:8]=[CH:7][C:6]([NH:9][C:10](=[O:15])[C:11]([F:14])([F:13])[F:12])=[CH:5][C:4]=1[C:16]([F:19])([F:18])[F:17])[CH3:22]. The catalyst class is: 14. (2) Reactant: [CH2:1]([O:5][C:6]1[N:14]=[C:13]2[C:9]([N:10]=[CH:11][N:12]2[CH:15]2[CH2:20][CH2:19][CH2:18][CH2:17][O:16]2)=[C:8]([NH2:21])[N:7]=1)[CH2:2][CH2:3][CH3:4].C1C(=O)N([Br:29])C(=O)C1. Product: [Br:29][C:11]1[N:12]([CH:15]2[CH2:20][CH2:19][CH2:18][CH2:17][O:16]2)[C:13]2[C:9]([N:10]=1)=[C:8]([NH2:21])[N:7]=[C:6]([O:5][CH2:1][CH2:2][CH2:3][CH3:4])[N:14]=2. The catalyst class is: 4. (3) Reactant: [CH:1]1([CH2:4][O:5][C:6]2[CH:15]=[CH:14][C:9]([C:10]([O:12]C)=[O:11])=[CH:8][C:7]=2[CH:16]=[O:17])[CH2:3][CH2:2]1.[OH-].[Na+]. Product: [CH:1]1([CH2:4][O:5][C:6]2[CH:15]=[CH:14][C:9]([C:10]([OH:12])=[O:11])=[CH:8][C:7]=2[CH:16]=[O:17])[CH2:3][CH2:2]1. The catalyst class is: 5. (4) Reactant: [CH3:1][C:2]1[CH:6]=[C:5]([CH3:7])[N:4]([CH2:8][C:9](=[O:14])[CH2:10][C:11](=O)[CH3:12])[N:3]=1.C([O-])(=O)C.[NH4+:19]. Product: [NH2:19][C:11]([CH3:12])=[CH:10][C:9](=[O:14])[CH2:8][N:4]1[C:5]([CH3:7])=[CH:6][C:2]([CH3:1])=[N:3]1. The catalyst class is: 5. (5) Reactant: [CH2:1]([C:8]1([C:12]2[CH:17]=[CH:16][CH:15]=[C:14]([O:18][CH3:19])[CH:13]=2)[CH2:11][NH:10][CH2:9]1)[C:2]1[CH:7]=[CH:6][CH:5]=[CH:4][CH:3]=1.C(NC(C)C)(C)C.Cl[C:28]([O:30][CH2:31][CH3:32])=[O:29].Cl. Product: [CH2:31]([O:30][C:28]([N:10]1[CH2:9][C:8]([CH2:1][C:2]2[CH:3]=[CH:4][CH:5]=[CH:6][CH:7]=2)([C:12]2[CH:17]=[CH:16][CH:15]=[C:14]([O:18][CH3:19])[CH:13]=2)[CH2:11]1)=[O:29])[CH3:32]. The catalyst class is: 4. (6) Reactant: [NH2:1][CH2:2][C:3]1[CH:4]=[C:5]([C:9]2[CH:10]=[C:11]3[C:16]([NH:17][C@@H:18]([CH:20]4[CH2:22][CH2:21]4)[CH3:19])=[C:15]([C:23]([NH2:25])=[O:24])[CH:14]=[N:13][N:12]3[CH:26]=2)[CH:6]=[CH:7][CH:8]=1.[C:27](O)(=[O:31])[CH:28]([CH3:30])[CH3:29].C(N(CC)CC)C.F[P-](F)(F)(F)(F)F.N1(O[P+](N(C)C)(N(C)C)N(C)C)C2C=CC=CC=2N=N1. Product: [CH:20]1([C@H:18]([NH:17][C:16]2[C:11]3[N:12]([CH:26]=[C:9]([C:5]4[CH:6]=[CH:7][CH:8]=[C:3]([CH2:2][NH:1][C:27](=[O:31])[CH:28]([CH3:30])[CH3:29])[CH:4]=4)[CH:10]=3)[N:13]=[CH:14][C:15]=2[C:23]([NH2:25])=[O:24])[CH3:19])[CH2:22][CH2:21]1. The catalyst class is: 3.